The task is: Regression/Classification. Given a drug SMILES string, predict its absorption, distribution, metabolism, or excretion properties. Task type varies by dataset: regression for continuous measurements (e.g., permeability, clearance, half-life) or binary classification for categorical outcomes (e.g., BBB penetration, CYP inhibition). Dataset: cyp2c19_veith.. This data is from CYP2C19 inhibition data for predicting drug metabolism from PubChem BioAssay. (1) The molecule is CC[C@H](CO)NC(=O)[C@@H]1C=C2c3cccc4c3c(cn4C)C[C@@H]2N(C)C1. The result is 0 (non-inhibitor). (2) The result is 0 (non-inhibitor). The compound is COc1cccc(Nc2ncc3nc(-c4cc(F)cc(F)c4)c(=O)n(CCC#N)c3n2)c1. (3) The molecule is Cc1ccc(C)c(S(=O)(=O)NC(C)C(=O)Nc2ccc(-c3nc4ccccc4s3)cc2)c1. The result is 0 (non-inhibitor). (4) The molecule is O[C@H](CN1CCN(c2cccc(Cl)c2)CC1)C(c1ccccc1)c1ccccc1. The result is 0 (non-inhibitor). (5) The compound is N#Cc1ccc(CN2CC3(CCN(C(=O)c4cnccn4)CC3)C2)cc1. The result is 0 (non-inhibitor).